From a dataset of Retrosynthesis with 50K atom-mapped reactions and 10 reaction types from USPTO. Predict the reactants needed to synthesize the given product. (1) Given the product O=C(O)c1cncc2[nH]c(-c3ccccc3C(F)(F)F)nc12, predict the reactants needed to synthesize it. The reactants are: CCOC(=O)c1cncc2[nH]c(-c3ccccc3C(F)(F)F)nc12. (2) Given the product O=C1CCCN1CC(=O)N(CC1CC1)c1cn(-c2cccnc2)nc1Cl, predict the reactants needed to synthesize it. The reactants are: Clc1nn(-c2cccnc2)cc1NCC1CC1.O=C(O)CN1CCCC1=O. (3) Given the product CC(=O)Nc1cccc(-c2cc(C(N)=O)c3[nH]nc(C4CCN(C(=O)OC(C)(C)C)CC4)c3c2)c1, predict the reactants needed to synthesize it. The reactants are: CC(=O)Nc1cccc(B(O)O)c1.CC(C)(C)OC(=O)N1CCC(c2n[nH]c3c(C(N)=O)cc(Br)cc23)CC1. (4) The reactants are: CC(=O)Cl.CCOC(=O)N1c2ccc(C(F)(F)F)cc2C([C@@H](CO)c2cc(C(F)(F)F)cc(C(F)(F)F)c2)=C[C@H]1CC. Given the product CCOC(=O)N1c2ccc(C(F)(F)F)cc2C([C@H](COC(C)=O)c2cc(C(F)(F)F)cc(C(F)(F)F)c2)=C[C@H]1CC, predict the reactants needed to synthesize it. (5) Given the product CC(C)Oc1ccc(C(=O)O)cc1C(F)(F)F, predict the reactants needed to synthesize it. The reactants are: CN(C)C=O.O=C(O)c1ccc(F)c(C(F)(F)F)c1. (6) Given the product C=CCO[C@H]1CNC[C@@H]1O, predict the reactants needed to synthesize it. The reactants are: C=CCO[C@H]1CN(C(=O)OC(C)(C)C)C[C@@H]1O. (7) Given the product CCNc1cc(N[C@H]2CC[C@H](NC(=O)Nc3ccc(F)cc3)CC2)nn2c(C(=O)Nc3ccncc3F)cnc12, predict the reactants needed to synthesize it. The reactants are: CCNc1cc(N[C@H]2CC[C@H](N)CC2)nn2c(C(=O)Nc3ccncc3F)cnc12.O=C=Nc1ccc(F)cc1. (8) Given the product C[C@H]1CN(c2ccc3c(n2)NC(=O)CO3)[C@H](c2ccc(F)cc2)CO1, predict the reactants needed to synthesize it. The reactants are: C[C@@H]1CN[C@@H](c2ccc(F)cc2)CO1.O=C1COc2ccc(Br)nc2N1. (9) Given the product COC(=O)c1ccc(CN(C)C(=O)OC(C)(C)C)cc1-c1ccccc1, predict the reactants needed to synthesize it. The reactants are: COC(=O)c1ccc(CN(C)C(=O)OC(C)(C)C)cc1Br.OB(O)c1ccccc1.